From a dataset of Catalyst prediction with 721,799 reactions and 888 catalyst types from USPTO. Predict which catalyst facilitates the given reaction. Reactant: [NH:1]1[C:5]([C:6]2[CH:11]=[CH:10][C:9]([C:12]3[S:13][C:14]4[CH:20]=[C:19]([O:21]C)[CH:18]=[CH:17][C:15]=4[N:16]=3)=[CH:8][CH:7]=2)=[N:4][N:3]=[N:2]1. Product: [NH:1]1[C:5]([C:6]2[CH:11]=[CH:10][C:9]([C:12]3[S:13][C:14]4[CH:20]=[C:19]([OH:21])[CH:18]=[CH:17][C:15]=4[N:16]=3)=[CH:8][CH:7]=2)=[N:4][N:3]=[N:2]1. The catalyst class is: 37.